From a dataset of Reaction yield outcomes from USPTO patents with 853,638 reactions. Predict the reaction yield, written as a fraction of the theoretical maximum amount of product (1.0 means a 100% yield; for example, 0.34 means a 34% yield). (1) The reactants are [Br:1][C:2]1[CH:3]=[CH:4][C:5]([C:9]2[C:17]3[C:12](=[CH:13][N:14]=[C:15]([C:18]4[CH:19]=[N:20][CH:21]=[CH:22][CH:23]=4)[CH:16]=3)[N:11](COCC[Si](C)(C)C)[N:10]=2)=[N:6][C:7]=1F.[NH:32]1[CH2:37][CH2:36][CH:35]([OH:38])[CH2:34][CH2:33]1. No catalyst specified. The product is [Br:1][C:2]1[C:7]([N:32]2[CH2:37][CH2:36][CH:35]([OH:38])[CH2:34][CH2:33]2)=[N:6][C:5]([C:9]2[C:17]3[C:12](=[CH:13][N:14]=[C:15]([C:18]4[CH:19]=[N:20][CH:21]=[CH:22][CH:23]=4)[CH:16]=3)[NH:11][N:10]=2)=[CH:4][CH:3]=1. The yield is 0.268. (2) The reactants are [CH2:1]([O:4][CH2:5][CH2:6][NH2:7])[CH:2]=[CH2:3].[CH3:8][O:9][SiH:10]([O:13][CH3:14])[O:11][CH3:12].C(N(CC)CC)C.[CH3:22][Si:23]([CH3:26])([CH3:25])Cl. The catalyst is C([Si](C)(C)O[Si](C=C)(C)C)=C.[Pt].C1(C)C=CC=CC=1. The product is [CH3:22][Si:23]([CH3:26])([CH3:25])[N:7]([Si:23]([CH3:26])([CH3:25])[CH3:22])[CH2:6][CH2:5][O:4][CH2:1][CH2:2][CH2:3][Si:10]([O:13][CH3:14])([O:11][CH3:12])[O:9][CH3:8]. The yield is 0.860. (3) The reactants are Cl.O1CCOCC1.C(OC([NH:15][C:16]1[CH:21]=[CH:20][C:19]([C@H:22]2[C@@H:27]([C:28]([O:30][CH2:31][CH3:32])=[O:29])[CH2:26][CH2:25][CH2:24][N:23]2[C:33](=[O:42])[C:34]2[C:39]([CH3:40])=[CH:38][CH:37]=[CH:36][C:35]=2[F:41])=[CH:18][CH:17]=1)=O)(C)(C)C.C([O-])(O)=O.[Na+]. The catalyst is C(Cl)Cl.C(OCC)(=O)C. The product is [NH2:15][C:16]1[CH:21]=[CH:20][C:19]([C@H:22]2[C@@H:27]([C:28]([O:30][CH2:31][CH3:32])=[O:29])[CH2:26][CH2:25][CH2:24][N:23]2[C:33](=[O:42])[C:34]2[C:39]([CH3:40])=[CH:38][CH:37]=[CH:36][C:35]=2[F:41])=[CH:18][CH:17]=1. The yield is 1.00. (4) The reactants are [F:1][C:2]1[CH:3]=[C:4]([C:8](=[O:10])[CH3:9])[CH:5]=[CH:6][CH:7]=1.[Br:11]Br. The catalyst is C(Cl)(Cl)Cl. The product is [Br:11][CH2:9][C:8]([C:4]1[CH:5]=[CH:6][CH:7]=[C:2]([F:1])[CH:3]=1)=[O:10]. The yield is 0.790. (5) The reactants are [Br:1][C:2]1[CH:3]=[C:4]([F:14])[CH:5]=[C:6]2[C:10]=1[NH:9][C:8]([C:11]([OH:13])=O)=[CH:7]2.[CH3:15][O:16]NCC1C=CC=CC=1.C1CN([P+](ON2N=N[C:44]3[CH:45]=[CH:46][CH:47]=[CH:48][C:43]2=3)(N2CCCC2)N2CCCC2)CC1.F[P-](F)(F)(F)(F)F.[CH:58]([NH:61]C(C)C)(C)C. The catalyst is C(OCC)(=O)C. The product is [CH3:15][O:16][C:48]1[CH:43]=[C:44]([CH:45]=[CH:46][CH:47]=1)[CH2:58][NH:61][C:11]([C:8]1[NH:9][C:10]2[C:6]([CH:7]=1)=[CH:5][C:4]([F:14])=[CH:3][C:2]=2[Br:1])=[O:13]. The yield is 0.810. (6) The reactants are [OH-].[Na+].[CH2:3]([N:10]1[CH2:15][CH2:14][CH:13]([C:16]([C:18]2[CH:33]=[CH:32][C:21]([C:22]([O:24]CC3C=CC=CC=3)=[O:23])=[CH:20][CH:19]=2)=[O:17])[CH2:12][CH2:11]1)[C:4]1[CH:9]=[CH:8][CH:7]=[CH:6][CH:5]=1.Cl. The catalyst is C(O)C. The product is [CH2:3]([N:10]1[CH2:15][CH2:14][CH:13]([C:16]([C:18]2[CH:19]=[CH:20][C:21]([C:22]([OH:24])=[O:23])=[CH:32][CH:33]=2)=[O:17])[CH2:12][CH2:11]1)[C:4]1[CH:5]=[CH:6][CH:7]=[CH:8][CH:9]=1. The yield is 0.950. (7) The reactants are C([O:3][C:4](=[O:19])[C@@H:5]1[C@H:9]([C:10]2[CH:15]=[CH:14][CH:13]=[CH:12][CH:11]=2)[CH2:8][CH2:7][N:6]1C(=O)C)C.Cl.O1CCOCC1.[C:27]1([CH3:37])[CH:32]=[CH:31][C:30]([S:33](Cl)(=[O:35])=[O:34])=[CH:29][CH:28]=1. The catalyst is CC(O)=O.[OH-].[Na+]. The product is [C:27]1([CH3:37])[CH:32]=[CH:31][C:30]([S:33]([N:6]2[CH2:7][CH2:8][C@@H:9]([C:10]3[CH:11]=[CH:12][CH:13]=[CH:14][CH:15]=3)[C@H:5]2[C:4]([OH:3])=[O:19])(=[O:35])=[O:34])=[CH:29][CH:28]=1. The yield is 0.940.